From a dataset of Peptide-MHC class I binding affinity with 185,985 pairs from IEDB/IMGT. Regression. Given a peptide amino acid sequence and an MHC pseudo amino acid sequence, predict their binding affinity value. This is MHC class I binding data. The peptide sequence is VPRPRFSAL. The binding affinity (normalized) is 0.756. The MHC is HLA-B08:01 with pseudo-sequence HLA-B08:01.